Dataset: Orexin1 receptor HTS with 218,158 compounds and 233 confirmed actives. Task: Binary Classification. Given a drug SMILES string, predict its activity (active/inactive) in a high-throughput screening assay against a specified biological target. (1) The compound is O(CC(=O)NCCC=1CCCCC1)C(=O)c1ccc(O)cc1. The result is 0 (inactive). (2) The drug is S(=O)(=O)(N1CCCCC1)c1c(N2CCN(\N=C\c3ccc(cc3)C)CC2)ccnc1. The result is 0 (inactive). (3) The drug is Clc1cc(NC(=O)CN(C(=O)CN2C(=O)C3(NC2=O)CCCC3)CC)c(cc1)C. The result is 0 (inactive). (4) The molecule is O=C(Cn1c(=O)c2c(nc1)cccc2)c1cc(c(cc1)C)C. The result is 0 (inactive). (5) The drug is s1c2n(c3c1cccc3)c(=O)cc(n2)COC(=O)c1cc(O)ccc1. The result is 1 (active). (6) The compound is FC(F)(F)c1cc(N2CCN(CC2)C(=O)Nc2c(OC)cccc2)ccc1. The result is 0 (inactive).